Dataset: Forward reaction prediction with 1.9M reactions from USPTO patents (1976-2016). Task: Predict the product of the given reaction. (1) Given the reactants Cl.CN([CH2:5][CH:6]1[C:18](=[O:19])[C:17]2[C:16]3[C:11](=[CH:12][CH:13]=[CH:14][CH:15]=3)[N:10]([CH3:20])[C:9]=2[CH2:8][CH2:7]1)C.[CH3:21][C:22]1[NH:23][CH:24]=[CH:25][N:26]=1.O, predict the reaction product. The product is: [CH3:21][C:22]1[N:26]([CH2:5][CH:6]2[C:18](=[O:19])[C:17]3[C:16]4[CH:15]=[CH:14][CH:13]=[CH:12][C:11]=4[N:10]([CH3:20])[C:9]=3[CH2:8][CH2:7]2)[CH:25]=[CH:24][N:23]=1. (2) Given the reactants [CH3:1][N:2]([CH3:14])[C:3]1[CH:11]=[C:10]([CH3:12])[C:6]([C:7]([NH2:9])=[O:8])=[C:5]([F:13])[CH:4]=1.CO[CH:17](OC)[N:18]([CH3:20])[CH3:19], predict the reaction product. The product is: [CH3:14][N:2]([CH3:1])[C:3]1[CH:11]=[C:10]([CH3:12])[C:6]([C:7](/[N:9]=[CH:17]/[N:18]([CH3:20])[CH3:19])=[O:8])=[C:5]([F:13])[CH:4]=1. (3) The product is: [C:15]1([CH:14]([C:21]2[CH:26]=[CH:25][CH:24]=[CH:23][CH:22]=2)[CH2:13][NH:12][C:10]2[C:9]3[C:4](=[CH:5][CH:6]=[C:7]([O:27][CH3:28])[CH:8]=3)[N:3]=[C:2]([C:34]3[CH:33]=[C:32]4[C:37](=[CH:36][CH:35]=3)[NH:29][CH:30]=[CH:31]4)[N:11]=2)[CH:20]=[CH:19][CH:18]=[CH:17][CH:16]=1. Given the reactants Cl[C:2]1[N:11]=[C:10]([NH:12][CH2:13][CH:14]([C:21]2[CH:26]=[CH:25][CH:24]=[CH:23][CH:22]=2)[C:15]2[CH:20]=[CH:19][CH:18]=[CH:17][CH:16]=2)[C:9]2[C:4](=[CH:5][CH:6]=[C:7]([O:27][CH3:28])[CH:8]=2)[N:3]=1.[NH:29]1[C:37]2[C:32](=[CH:33][C:34](B(O)O)=[CH:35][CH:36]=2)[CH:31]=[CH:30]1.C(NC1C2C(=CC=CC=2)N=C(C2SC3C=CC=CC=3C=2)N=1)(C1C=CC=CC=1)C1C=CC=CC=1, predict the reaction product. (4) Given the reactants [C:1]([O:4][C:5]1[CH:10]=[CH:9][C:8]([NH:11][C:12](=[O:14])[CH3:13])=[C:7]([NH2:15])[CH:6]=1)(=[O:3])[CH3:2].[Cl:16][C:17]1[C:18]([CH2:27]Cl)=[N:19][CH:20]=[C:21]([C:23]([F:26])([F:25])[F:24])[CH:22]=1, predict the reaction product. The product is: [C:1]([O:4][C:5]1[CH:10]=[CH:9][C:8]([NH:11][C:12](=[O:14])[CH3:13])=[C:7]([NH:15][CH2:27][C:18]2[C:17]([Cl:16])=[CH:22][C:21]([C:23]([F:26])([F:24])[F:25])=[CH:20][N:19]=2)[CH:6]=1)(=[O:3])[CH3:2]. (5) Given the reactants Br[C:2]1[C:6](Br)=[CH:5][S:4][CH:3]=1.[C:8]([Cu])#[N:9].[CH3:11][N:12](C=O)C, predict the reaction product. The product is: [C:11]([C:2]1[C:6]([C:8]#[N:9])=[CH:5][S:4][CH:3]=1)#[N:12]. (6) Given the reactants [CH3:1][C:2]1([CH3:33])[C:11]2[C:6](=[CH:7][CH:8]=[C:9]([C:12]([O:14]CC)=[O:13])[CH:10]=2)[NH:5][CH:4]([C:17]2[CH:22]=[CH:21][CH:20]=[CH:19][C:18]=2[NH:23][S:24]([C:27]2[CH:32]=[CH:31][CH:30]=[CH:29][CH:28]=2)(=[O:26])=[O:25])[CH2:3]1.O.[OH-].[Li+].[OH-].[Na+], predict the reaction product. The product is: [C:27]1([S:24]([NH:23][C:18]2[CH:19]=[CH:20][CH:21]=[CH:22][C:17]=2[CH:4]2[CH2:3][C:2]([CH3:1])([CH3:33])[C:11]3[C:6](=[CH:7][CH:8]=[C:9]([C:12]([OH:14])=[O:13])[CH:10]=3)[NH:5]2)(=[O:26])=[O:25])[CH:28]=[CH:29][CH:30]=[CH:31][CH:32]=1. (7) The product is: [CH3:15][C:2]([C:16]1[CH:21]=[CH:20][C:19]([C:22]2[N:26]=[CH:25][N:24]([C:27]3[CH:32]=[CH:31][C:30]([O:33][C:34]([F:37])([F:36])[F:35])=[CH:29][CH:28]=3)[N:23]=2)=[CH:18][CH:17]=1)([CH3:1])[CH2:3][NH2:4]. Given the reactants [CH3:1][C:2]([C:16]1[CH:21]=[CH:20][C:19]([C:22]2[N:26]=[CH:25][N:24]([C:27]3[CH:32]=[CH:31][C:30]([O:33][C:34]([F:37])([F:36])[F:35])=[CH:29][CH:28]=3)[N:23]=2)=[CH:18][CH:17]=1)([CH3:15])[CH2:3][NH:4]C(=O)OCC1C=CC=CC=1, predict the reaction product.